Dataset: Reaction yield outcomes from USPTO patents with 853,638 reactions. Task: Predict the reaction yield, written as a fraction of the theoretical maximum amount of product (1.0 means a 100% yield; for example, 0.34 means a 34% yield). (1) The reactants are C[N:2](/[CH:4]=[CH:5]/[C:6]([C:8]1[N:13]=[CH:12][CH:11]=[CH:10][CH:9]=1)=O)C.[NH2:14]N. The catalyst is C(O)C. The product is [NH:2]1[CH:4]=[CH:5][C:6]([C:8]2[CH:9]=[CH:10][CH:11]=[CH:12][N:13]=2)=[N:14]1. The yield is 0.980. (2) The reactants are [CH2:1]([O:3][CH2:4][CH2:5][O:6][C:7]1[C:8]([CH3:13])=[N:9][CH:10]=[CH:11][CH:12]=1)[CH3:2].[Se](=O)=[O:15].C(OCC)(=O)C. The catalyst is O1CCOCC1. The product is [CH2:1]([O:3][CH2:4][CH2:5][O:6][C:7]1[C:8]([CH:13]=[O:15])=[N:9][CH:10]=[CH:11][CH:12]=1)[CH3:2]. The yield is 0.390. (3) The reactants are [Cl:1][C:2]1[CH:7]=[CH:6][C:5]([CH2:8][NH:9][C:10]([C:12]2[CH:20]=[CH:19][CH:18]=[CH:17][C:13]=2[C:14](O)=[O:15])=[O:11])=[CH:4][C:3]=1[OH:21].[Cl:22][C:23]1[CH:24]=[C:25]([CH:28]=[C:29](F)[CH:30]=1)[C:26]#[N:27].C([O-])([O-])=O.[K+].[K+]. The catalyst is CN1C(=O)CCC1. The product is [Cl:22][C:23]1[CH:24]=[C:25]([CH:28]=[C:29]([O:21][C:3]2[CH:4]=[C:5]([CH2:8][N:9]3[C:10](=[O:11])[C:12]4[C:13](=[CH:17][CH:18]=[CH:19][CH:20]=4)[C:14]3=[O:15])[CH:6]=[CH:7][C:2]=2[Cl:1])[CH:30]=1)[C:26]#[N:27]. The yield is 0.240. (4) The reactants are [C:1]([O:5][C:6](=[O:18])[NH:7][C:8]1[C:9]2[N:10]([N:15]=[CH:16][CH:17]=2)[C:11](I)=[CH:12][CH:13]=1)([CH3:4])([CH3:3])[CH3:2].[CH3:19][N:20](C=O)C. The catalyst is [C-]#N.[Zn+2].[C-]#N.[Pd].C1(P(C2C=CC=CC=2)C2C=CC=CC=2)C=CC=CC=1.C1(P(C2C=CC=CC=2)C2C=CC=CC=2)C=CC=CC=1.C1(P(C2C=CC=CC=2)C2C=CC=CC=2)C=CC=CC=1.C1(P(C2C=CC=CC=2)C2C=CC=CC=2)C=CC=CC=1. The product is [C:1]([O:5][C:6](=[O:18])[NH:7][C:8]1[C:9]2[N:10]([N:15]=[CH:16][CH:17]=2)[C:11]([C:19]#[N:20])=[CH:12][CH:13]=1)([CH3:4])([CH3:3])[CH3:2]. The yield is 0.930.